Dataset: Catalyst prediction with 721,799 reactions and 888 catalyst types from USPTO. Task: Predict which catalyst facilitates the given reaction. (1) Reactant: [NH2:1][C:2]1[C:17]([Br:18])=[CH:16][C:5]2[C:6]([C:12](=[O:15])[NH:13][CH3:14])=[C:7](B(O)O)[O:8][C:4]=2[CH:3]=1.Br[C:20]1[CH:21]=[CH:22][C:23]([F:26])=[N:24][CH:25]=1. Product: [NH2:1][C:2]1[C:17]([Br:18])=[CH:16][C:5]2[C:6]([C:12]([NH:13][CH3:14])=[O:15])=[C:7]([C:20]3[CH:25]=[N:24][C:23]([F:26])=[CH:22][CH:21]=3)[O:8][C:4]=2[CH:3]=1. The catalyst class is: 117. (2) Reactant: [NH2:1][C:2]1[CH:9]=[C:8]([N:10]2[CH2:14][CH2:13][CH2:12][CH2:11]2)[CH:7]=[CH:6][C:3]=1[C:4]#[N:5].P12(SP3(SP(SP(S3)(S1)=S)(=S)S2)=S)=[S:16]. Product: [NH2:1][C:2]1[CH:9]=[C:8]([N:10]2[CH2:14][CH2:13][CH2:12][CH2:11]2)[CH:7]=[CH:6][C:3]=1[C:4](=[S:16])[NH2:5]. The catalyst class is: 5. (3) Reactant: Br[C:2]1[CH:3]=[C:4]([Cl:12])[CH:5]=[C:6]2[C:10]=1[N:9]([CH3:11])[N:8]=[CH:7]2.[CH3:13][C:14]1([CH3:30])[C:18]([CH3:20])([CH3:19])[O:17][B:16]([B:16]2[O:17][C:18]([CH3:20])([CH3:19])[C:14]([CH3:30])([CH3:13])[O:15]2)[O:15]1.CC([O-])=O.[K+]. Product: [Cl:12][C:4]1[CH:5]=[C:6]2[C:10](=[C:2]([B:16]3[O:17][C:18]([CH3:20])([CH3:19])[C:14]([CH3:30])([CH3:13])[O:15]3)[CH:3]=1)[N:9]([CH3:11])[N:8]=[CH:7]2. The catalyst class is: 12. (4) Reactant: [I:1][C:2]1[C:10]2[C:5](=[N:6][CH:7]=[N:8][C:9]=2[NH2:11])[NH:4][N:3]=1.[H-].[Na+].Cl[CH:15]([C:17]1[C:26]([C:27]2[CH:28]=[N:29][CH:30]=[C:31]([F:33])[CH:32]=2)=[CH:25][C:24]2[C:19](=[CH:20][CH:21]=[C:22]([F:34])[CH:23]=2)[N:18]=1)[CH3:16]. Product: [F:34][C:22]1[CH:23]=[C:24]2[C:19](=[CH:20][CH:21]=1)[N:18]=[C:17]([CH:15]([N:4]1[C:5]3=[N:6][CH:7]=[N:8][C:9]([NH2:11])=[C:10]3[C:2]([I:1])=[N:3]1)[CH3:16])[C:26]([C:27]1[CH:28]=[N:29][CH:30]=[C:31]([F:33])[CH:32]=1)=[CH:25]2. The catalyst class is: 215.